From a dataset of Full USPTO retrosynthesis dataset with 1.9M reactions from patents (1976-2016). Predict the reactants needed to synthesize the given product. The reactants are: Br[C:2]1[CH:3]=[N:4][N:5]([CH2:7][CH2:8][CH2:9][C:10]([N:12]([CH2:14][C:15]2[CH:20]=[C:19]([F:21])[CH:18]=[CH:17][C:16]=2[O:22][CH3:23])[CH3:13])=[O:11])[CH:6]=1.[N:24]1[CH:29]=[CH:28][C:27](B(O)O)=[CH:26][CH:25]=1. Given the product [F:21][C:19]1[CH:18]=[CH:17][C:16]([O:22][CH3:23])=[C:15]([CH:20]=1)[CH2:14][N:12]([CH3:13])[C:10](=[O:11])[CH2:9][CH2:8][CH2:7][N:5]1[CH:6]=[C:2]([C:27]2[CH:28]=[CH:29][N:24]=[CH:25][CH:26]=2)[CH:3]=[N:4]1, predict the reactants needed to synthesize it.